Dataset: Choline transporter screen with 302,306 compounds. Task: Binary Classification. Given a drug SMILES string, predict its activity (active/inactive) in a high-throughput screening assay against a specified biological target. (1) The compound is s1c2c(c(n3c(ccc3)C(=O)C(=O)Nc3ccc(OC)cc3)c1C(OC)=O)cccc2. The result is 0 (inactive). (2) The drug is Clc1ncccc1NC(=O)Cn1nc(c2c(c1=O)cccc2)Cc1cccnc1. The result is 0 (inactive). (3) The result is 0 (inactive). The compound is OC(=O)c1c(N2CCC(CC2)C)nccc1.